The task is: Predict the product of the given reaction.. This data is from Forward reaction prediction with 1.9M reactions from USPTO patents (1976-2016). (1) Given the reactants Br[C:2]1[CH:7]=[CH:6][C:5]([S:8]([CH:11]2[CH2:16][CH2:15][O:14][CH2:13][CH2:12]2)(=[O:10])=[O:9])=[CH:4][CH:3]=1.[B:17]1([B:17]2[O:21][C:20]([CH3:23])([CH3:22])[C:19]([CH3:25])([CH3:24])[O:18]2)[O:21][C:20]([CH3:23])([CH3:22])[C:19]([CH3:25])([CH3:24])[O:18]1.C([O-])(=O)C.[K+], predict the reaction product. The product is: [CH3:24][C:19]1([CH3:25])[C:20]([CH3:23])([CH3:22])[O:21][B:17]([C:2]2[CH:7]=[CH:6][C:5]([S:8]([CH:11]3[CH2:16][CH2:15][O:14][CH2:13][CH2:12]3)(=[O:10])=[O:9])=[CH:4][CH:3]=2)[O:18]1. (2) Given the reactants [CH:1]1([CH2:4][NH2:5])[CH2:3][CH2:2]1.[N:6]([C:9]1[CH:19]=[CH:18][C:12]([C:13]([O:15][CH2:16][CH3:17])=[O:14])=[CH:11][CH:10]=1)=[C:7]=[O:8], predict the reaction product. The product is: [CH:1]1([CH2:4][NH:5][C:7](=[O:8])[NH:6][C:9]2[CH:19]=[CH:18][C:12]([C:13]([O:15][CH2:16][CH3:17])=[O:14])=[CH:11][CH:10]=2)[CH2:3][CH2:2]1. (3) Given the reactants [Cl:1][C:2]1[CH:3]=[C:4]([C:8]2[C:13]3[N:14]=[CH:15][S:16][C:12]=3[CH:11]=[C:10]([CH3:17])[C:9]=2[F:18])[CH:5]=[CH:6][CH:7]=1.C1C(=O)N([Br:26])C(=O)C1, predict the reaction product. The product is: [Br:26][CH2:17][C:10]1[C:9]([F:18])=[C:8]([C:4]2[CH:5]=[CH:6][CH:7]=[C:2]([Cl:1])[CH:3]=2)[C:13]2[N:14]=[CH:15][S:16][C:12]=2[CH:11]=1. (4) Given the reactants [F:1][C:2]1[CH:10]=[CH:9][C:8]([CH2:11][C:12]2[C:21]3[C:16](=[CH:17][CH:18]=[CH:19][CH:20]=3)[C:15](=[O:22])[NH:14][N:13]=2)=[CH:7][C:3]=1[C:4](O)=[O:5].CN(C(ON1N=NC2C=CC=CC1=2)=[N+](C)C)C.F[P-](F)(F)(F)(F)F.C(N(C(C)C)C(C)C)C.[NH:56]1[CH2:61][CH2:60][CH:59]([O:62][CH2:63][CH2:64][N:65]2[CH2:70][CH2:69][CH2:68][CH2:67]C2)[CH2:58][CH2:57]1, predict the reaction product. The product is: [F:1][C:2]1[CH:10]=[CH:9][C:8]([CH2:11][C:12]2[C:21]3[C:16](=[CH:17][CH:18]=[CH:19][CH:20]=3)[C:15](=[O:22])[NH:14][N:13]=2)=[CH:7][C:3]=1[C:4]([N:56]1[CH2:57][CH2:58][CH:59]([O:62][CH2:63][CH2:64][N:65]2[CH2:70][CH2:69][CH2:68][CH2:67]2)[CH2:60][CH2:61]1)=[O:5]. (5) Given the reactants [C:1]1([C:7]2[N:11]([CH2:12][CH2:13][CH2:14][CH2:15][NH2:16])[CH:10]=[N:9][CH:8]=2)[CH:6]=[CH:5][CH:4]=[CH:3][CH:2]=1.[C:17](Cl)(=[O:19])[CH3:18].C([O-])(O)=O.[Na+], predict the reaction product. The product is: [C:1]1([C:7]2[N:11]([CH2:12][CH2:13][CH2:14][CH2:15][NH:16][C:17](=[O:19])[CH3:18])[CH:10]=[N:9][CH:8]=2)[CH:2]=[CH:3][CH:4]=[CH:5][CH:6]=1. (6) Given the reactants C(O)C.[CH2:4]([O:11][C:12]1[CH:17]=[C:16]([F:18])[CH:15]=[CH:14][C:13]=1[N+:19]([O-])=O)[C:5]1[CH:10]=[CH:9][CH:8]=[CH:7][CH:6]=1.[Cl-].[NH4+], predict the reaction product. The product is: [CH2:4]([O:11][C:12]1[CH:17]=[C:16]([F:18])[CH:15]=[CH:14][C:13]=1[NH2:19])[C:5]1[CH:6]=[CH:7][CH:8]=[CH:9][CH:10]=1. (7) Given the reactants [F:1][C:2]1[CH:16]=[CH:15][C:5]([CH2:6][O:7][CH2:8][C:9]([NH:11][CH2:12][C:13]#[CH:14])=[O:10])=[CH:4][CH:3]=1.[NH2:17][C:18]1[CH:23]=[CH:22][C:21](I)=[CH:20][N:19]=1.C(NCC)C, predict the reaction product. The product is: [NH2:17][C:18]1[N:19]=[CH:20][C:21]([C:14]#[C:13][CH2:12][NH:11][C:9](=[O:10])[CH2:8][O:7][CH2:6][C:5]2[CH:4]=[CH:3][C:2]([F:1])=[CH:16][CH:15]=2)=[CH:22][CH:23]=1. (8) Given the reactants Br[C:2]1[C:10]2[C:5](=[CH:6][CH:7]=[C:8]([C:11]([NH:13][CH:14]3[CH:19]([C:20]4[CH:25]=[CH:24][CH:23]=[C:22]([F:26])[CH:21]=4)[CH2:18][CH2:17][N:16]([C:27]([O:29][C:30]([CH3:33])([CH3:32])[CH3:31])=[O:28])[CH2:15]3)=[O:12])[CH:9]=2)[N:4]([C:34]([C:47]2[CH:52]=[CH:51][CH:50]=[CH:49][CH:48]=2)([C:41]2[CH:46]=[CH:45][CH:44]=[CH:43][CH:42]=2)[C:35]2[CH:40]=[CH:39][CH:38]=[CH:37][CH:36]=2)[N:3]=1.[N:53]1[CH:58]=[CH:57][C:56](B(O)O)=[CH:55][CH:54]=1, predict the reaction product. The product is: [F:26][C:22]1[CH:21]=[C:20]([CH:19]2[CH2:18][CH2:17][N:16]([C:27]([O:29][C:30]([CH3:33])([CH3:31])[CH3:32])=[O:28])[CH2:15][CH:14]2[NH:13][C:11]([C:8]2[CH:9]=[C:10]3[C:5](=[CH:6][CH:7]=2)[N:4]([C:34]([C:41]2[CH:46]=[CH:45][CH:44]=[CH:43][CH:42]=2)([C:47]2[CH:48]=[CH:49][CH:50]=[CH:51][CH:52]=2)[C:35]2[CH:36]=[CH:37][CH:38]=[CH:39][CH:40]=2)[N:3]=[C:2]3[C:56]2[CH:57]=[CH:58][N:53]=[CH:54][CH:55]=2)=[O:12])[CH:25]=[CH:24][CH:23]=1. (9) The product is: [Cl:1][C:2]1[CH:7]=[C:6]([Cl:8])[CH:5]=[CH:4][C:3]=1[C:9]1[C:10]([N+:16]([O-:18])=[O:17])=[CH:11][CH:12]=[C:13]([N:29]([CH3:30])[CH2:28][CH2:27][NH:26][C:24]2[N:25]=[C:20]([NH2:19])[C:21]([N+:31]([O-:33])=[O:32])=[CH:22][CH:23]=2)[CH:14]=1. Given the reactants [Cl:1][C:2]1[CH:7]=[C:6]([Cl:8])[CH:5]=[CH:4][C:3]=1[C:9]1[CH:14]=[C:13](F)[CH:12]=[CH:11][C:10]=1[N+:16]([O-:18])=[O:17].[NH2:19][C:20]1[N:25]=[C:24]([NH:26][CH2:27][CH2:28][NH:29][CH3:30])[CH:23]=[CH:22][C:21]=1[N+:31]([O-:33])=[O:32].C(N(CC)C(C)C)(C)C, predict the reaction product. (10) Given the reactants [CH3:1][N:2]1[C:10]2[C:5](=[C:6]([N+:11]([O-:13])=[O:12])[CH:7]=[CH:8][CH:9]=2)[CH:4]=[CH:3]1.B.O1CCCC1.FC(F)(F)C(O)=O, predict the reaction product. The product is: [CH3:1][N:2]1[C:10]2[C:5](=[C:6]([N+:11]([O-:13])=[O:12])[CH:7]=[CH:8][CH:9]=2)[CH2:4][CH2:3]1.